This data is from Tyrosyl-DNA phosphodiesterase HTS with 341,365 compounds. The task is: Binary Classification. Given a drug SMILES string, predict its activity (active/inactive) in a high-throughput screening assay against a specified biological target. (1) The molecule is Ic1c2OCCC(NC(=O)C(NC(=O)C(NC(=O)c2cc([N+]([O-])=O)c1)CCC(O)=O)CO)C(=O)NC(CC(O)=O)C(=O)N. The result is 0 (inactive). (2) The drug is S(CC(=O)NCCc1ccccc1)c1oc(nn1)CNC(=O)c1c(F)cccc1F. The result is 0 (inactive).